Dataset: Catalyst prediction with 721,799 reactions and 888 catalyst types from USPTO. Task: Predict which catalyst facilitates the given reaction. (1) Reactant: [O:1]1[C:10]2[C:5](=[N:6][CH:7]=[CH:8][CH:9]=2)[C:4](=O)[CH2:3][CH2:2]1.Cl.[CH2:13]([O:20][C:21](=[O:24])[CH2:22][NH2:23])[C:14]1[CH:19]=[CH:18][CH:17]=[CH:16][CH:15]=1.C(O)(=O)C.C(O[BH-](OC(=O)C)OC(=O)C)(=O)C.[Na+]. Product: [O:1]1[C:10]2[C:5](=[N:6][CH:7]=[CH:8][CH:9]=2)[CH:4]([NH:23][CH2:22][C:21]([O:20][CH2:13][C:14]2[CH:19]=[CH:18][CH:17]=[CH:16][CH:15]=2)=[O:24])[CH2:3][CH2:2]1. The catalyst class is: 417. (2) Reactant: [C:1]1([C:7]2[CH:8]=[C:9]([CH:12]=O)[S:10][CH:11]=2)[CH:6]=[CH:5][CH:4]=[CH:3][CH:2]=1.[S:14]1[CH2:20][C:18](=[O:19])[NH:17][C:15]1=[S:16].C([O-])(=O)C.[Na+].O. Product: [C:1]1([C:7]2[CH:8]=[C:9]([CH:12]=[C:20]3[S:14][C:15](=[S:16])[NH:17][C:18]3=[O:19])[S:10][CH:11]=2)[CH:2]=[CH:3][CH:4]=[CH:5][CH:6]=1. The catalyst class is: 15. (3) Reactant: [C:1]12([NH:11][C:12](=[O:20])[NH:13][CH2:14][CH2:15][CH2:16][C:17]([OH:19])=[O:18])[CH2:10][CH:5]3[CH2:6][CH:7]([CH2:9][CH:3]([CH2:4]3)[CH2:2]1)[CH2:8]2.[CH2:21]([O:23][C:24](=[O:33])[C:25]1[CH:30]=[CH:29][C:28]([CH2:31]O)=[CH:27][CH:26]=1)[CH3:22].CCN=C=NCCCN(C)C. Product: [CH2:21]([O:23][C:24](=[O:33])[C:25]1[CH:30]=[CH:29][C:28]([CH2:31][O:18][C:17](=[O:19])[CH2:16][CH2:15][CH2:14][NH:13][C:12]([NH:11][C:1]23[CH2:8][CH:7]4[CH2:9][CH:3]([CH2:4][CH:5]([CH2:6]4)[CH2:10]2)[CH2:2]3)=[O:20])=[CH:27][CH:26]=1)[CH3:22]. The catalyst class is: 79. (4) Reactant: C([O:8][C:9]1[CH:10]=[CH:11][C:12]2[O:16][C:15]([CH:17]([NH:24][C:25]3[CH:30]=[CH:29][C:28]([C:31]([NH:33][CH2:34][CH2:35][C:36]([O:38][CH2:39][CH3:40])=[O:37])=[O:32])=[CH:27][CH:26]=3)[CH:18]3[CH2:23][CH2:22][CH2:21][CH2:20][CH2:19]3)=[C:14]([CH3:41])[C:13]=2[CH:42]=1)C1C=CC=CC=1. Product: [CH:18]1([CH:17]([NH:24][C:25]2[CH:26]=[CH:27][C:28]([C:31]([NH:33][CH2:34][CH2:35][C:36]([O:38][CH2:39][CH3:40])=[O:37])=[O:32])=[CH:29][CH:30]=2)[C:15]2[O:16][C:12]3[CH:11]=[CH:10][C:9]([OH:8])=[CH:42][C:13]=3[C:14]=2[CH3:41])[CH2:23][CH2:22][CH2:21][CH2:20][CH2:19]1. The catalyst class is: 810. (5) Reactant: CN(C1C(C2C(P(C3CCCCC3)C3CCCCC3)=CC=CC=2)=CC=CC=1)C.[NH:29]1[CH2:34][CH2:33][O:32][CH2:31][CH2:30]1.C([N:38]1[C:47]2[C:42](=[CH:43][C:44](Br)=[CH:45][CH:46]=2)[C@H:41]([NH:49][C:50](=[O:59])[O:51][CH2:52][C:53]2[CH:58]=[CH:57][CH:56]=[CH:55][CH:54]=2)[C@@H:40]([CH3:60])[C@@H:39]1[CH3:61])(=O)C.CC(C)([O-])C.[Na+]. Product: [CH3:61][C@H:39]1[C@H:40]([CH3:60])[C@@H:41]([NH:49][C:50](=[O:59])[O:51][CH2:52][C:53]2[CH:58]=[CH:57][CH:56]=[CH:55][CH:54]=2)[C:42]2[C:47](=[CH:46][CH:45]=[C:44]([N:29]3[CH2:34][CH2:33][O:32][CH2:31][CH2:30]3)[CH:43]=2)[NH:38]1. The catalyst class is: 101.